Dataset: Full USPTO retrosynthesis dataset with 1.9M reactions from patents (1976-2016). Task: Predict the reactants needed to synthesize the given product. (1) Given the product [F:1][CH:2]([F:11])[O:3][C:4]1[CH:10]=[CH:9][CH:8]=[CH:7][C:5]=1[NH:6][N:12]=[C:24]([C:25](=[O:27])[CH3:26])[C:21](=[O:23])[CH3:22], predict the reactants needed to synthesize it. The reactants are: [F:1][CH:2]([F:11])[O:3][C:4]1[CH:10]=[CH:9][CH:8]=[CH:7][C:5]=1[NH2:6].[N:12]([O-])=O.[Na+].C([O-])(=O)C.[Na+].[C:21]([CH2:24][C:25](=[O:27])[CH3:26])(=[O:23])[CH3:22]. (2) Given the product [ClH:16].[NH:11]1[C:12](=[O:14])[CH2:13][NH:8][CH2:9][C:10]1=[O:15], predict the reactants needed to synthesize it. The reactants are: C([N:8]1[CH2:13][C:12](=[O:14])[NH:11][C:10](=[O:15])[CH2:9]1)C1C=CC=CC=1.[ClH:16]. (3) Given the product [CH3:1][C:2]1[C:6]([CH3:7])=[C:5]([NH:8][C:9]([N:36]2[CH2:37][CH2:38][N:33]([C:29]3[N:28]=[C:27]([C:22]4[CH:23]=[CH:24][C:25]([F:26])=[C:20]([F:19])[CH:21]=4)[CH:32]=[CH:31][N:30]=3)[CH2:34][CH2:35]2)=[O:16])[O:4][N:3]=1, predict the reactants needed to synthesize it. The reactants are: [CH3:1][C:2]1[C:6]([CH3:7])=[C:5]([NH:8][C:9](=[O:16])OCC(Cl)(Cl)Cl)[O:4][N:3]=1.Cl.Cl.[F:19][C:20]1[CH:21]=[C:22]([C:27]2[CH:32]=[CH:31][N:30]=[C:29]([N:33]3[CH2:38][CH2:37][NH:36][CH2:35][CH2:34]3)[N:28]=2)[CH:23]=[CH:24][C:25]=1[F:26]. (4) The reactants are: [CH2:1]([C:3]1[CH:4]=[CH:5][CH:6]=[C:7]2[C:11]=1[NH:10][CH:9]=[CH:8]2)[CH3:2].[Cl-].[CH3:13][O:14][C:15]1[CH:16]=[C:17]([CH:22]=[CH:23][C:24]=1[O:25][CH3:26])[CH:18]=[N+:19]([CH3:21])[CH3:20].COC1C=C(C=CC=1OC)C=O.CNC. Given the product [CH3:13][O:14][C:15]1[CH:16]=[C:17]([CH:18]([N:19]([CH3:21])[CH3:20])[C:8]2[C:7]3[C:11](=[C:3]([CH2:1][CH3:2])[CH:4]=[CH:5][CH:6]=3)[NH:10][CH:9]=2)[CH:22]=[CH:23][C:24]=1[O:25][CH3:26], predict the reactants needed to synthesize it. (5) Given the product [Cl:1][C:2]1[CH:22]=[CH:21][C:5]2[N:6]([C:11]3[CH:16]=[CH:15][N:14]=[C:13]([S:17]([CH3:20])(=[O:19])=[O:18])[CH:12]=3)[C:7]([CH2:9][N:23]3[C:27]4=[CH:28][N:29]=[CH:30][CH:31]=[C:26]4[C:25]4([CH2:32][CH2:33]4)[C:24]3=[O:34])=[N:8][C:4]=2[CH:3]=1, predict the reactants needed to synthesize it. The reactants are: [Cl:1][C:2]1[CH:22]=[CH:21][C:5]2[N:6]([C:11]3[CH:16]=[CH:15][N:14]=[C:13]([S:17]([CH3:20])(=[O:19])=[O:18])[CH:12]=3)[C:7]([CH2:9]Cl)=[N:8][C:4]=2[CH:3]=1.[NH:23]1[C:27]2=[CH:28][N:29]=[CH:30][CH:31]=[C:26]2[C:25]2([CH2:33][CH2:32]2)[C:24]1=[O:34].C(=O)([O-])[O-].[Cs+].[Cs+]. (6) Given the product [CH:9]1[C:10]2[C:5](=[CH:4][CH:3]=[CH:2][CH:1]=2)[CH:6]=[CH:7][CH:8]=1, predict the reactants needed to synthesize it. The reactants are: [C:1]1(O)[C:10]2[C:5](=[CH:6][CH:7]=[CH:8][CH:9]=2)[CH:4]=[CH:3][CH:2]=1.C1(O)C2C(=CC=CC=2)C(O)=CC=1. (7) The reactants are: [Br:1][C:2]1[CH:10]=[CH:9][C:5]([C:6]([OH:8])=O)=[CH:4][CH:3]=1.[NH2:11][C:12]1[C:17]([F:18])=[CH:16][N:15]=[CH:14][C:13]=1[F:19]. Given the product [Br:1][C:2]1[CH:3]=[CH:4][C:5]([C:6]([NH:11][C:12]2[C:17]([F:18])=[CH:16][N:15]=[CH:14][C:13]=2[F:19])=[O:8])=[CH:9][CH:10]=1, predict the reactants needed to synthesize it. (8) Given the product [CH:1]1([CH2:6][C@H:7]([N:11]2[CH2:19][C:18]3[C:13](=[CH:14][CH:15]=[CH:16][C:17]=3[C:20]([F:21])([F:23])[F:22])[C:12]2=[O:24])[C:8]([NH:40][C:37]2[CH:38]=[CH:39][N:35]([CH2:34][C:33]([O:32][CH3:31])([CH3:41])[CH3:42])[N:36]=2)=[O:9])[CH2:2][CH2:3][CH2:4][CH2:5]1, predict the reactants needed to synthesize it. The reactants are: [CH:1]1([CH2:6][C@H:7]([N:11]2[CH2:19][C:18]3[C:13](=[CH:14][CH:15]=[CH:16][C:17]=3[C:20]([F:23])([F:22])[F:21])[C:12]2=[O:24])[C:8](O)=[O:9])[CH2:5][CH2:4][CH2:3][CH2:2]1.C(Cl)(=O)C(Cl)=O.[CH3:31][O:32][C:33]([CH3:42])([CH3:41])[CH2:34][N:35]1[CH:39]=[CH:38][C:37]([NH2:40])=[N:36]1.N1C(C)=CC=CC=1C.